The task is: Predict which catalyst facilitates the given reaction.. This data is from Catalyst prediction with 721,799 reactions and 888 catalyst types from USPTO. (1) Reactant: O[CH:2]1[O:6][CH2:5][N:4]([C:7]2[CH:12]=[CH:11][CH:10]=[C:9]([C:13]([F:16])([F:15])[F:14])[CH:8]=2)[C:3]1=[O:17].[CH3:18][C:19]([C:22]1[CH:26]=[CH:25][NH:24][N:23]=1)([CH3:21])[CH3:20].C1(P(C2C=CC=CC=2)C2C=CC=CC=2)C=CC=CC=1.N(C(OC(C)C)=O)=NC(OC(C)C)=O. Product: [CH3:18][C:19]([C:22]1[CH:26]=[CH:25][N:24]([CH:2]2[O:6][CH2:5][N:4]([C:7]3[CH:12]=[CH:11][CH:10]=[C:9]([C:13]([F:16])([F:15])[F:14])[CH:8]=3)[C:3]2=[O:17])[N:23]=1)([CH3:21])[CH3:20]. The catalyst class is: 7. (2) Reactant: [CH3:1][N:2]([CH3:22])[CH:3]1[CH2:7][CH2:6][N:5]([C:8]2[N:13]=[CH:12][C:11]([N:14]3[CH:19]=[CH:18][C:17]([OH:20])=[CH:16][C:15]3=[O:21])=[CH:10][CH:9]=2)[CH2:4]1.C1(P(C2C=CC=CC=2)C2C=CC=CC=2)C=CC=CC=1.[F:42][C:43]1[CH:44]=[CH:45][C:46]([CH2:49]O)=[N:47][CH:48]=1.N(/C(OC(C)(C)C)=O)=N\C(OC(C)(C)C)=O. Product: [F:42][C:43]1[CH:44]=[CH:45][C:46]([CH2:49][O:20][C:17]2[CH:18]=[CH:19][N:14]([C:11]3[CH:12]=[N:13][C:8]([N:5]4[CH2:6][CH2:7][CH:3]([N:2]([CH3:22])[CH3:1])[CH2:4]4)=[CH:9][CH:10]=3)[C:15](=[O:21])[CH:16]=2)=[N:47][CH:48]=1. The catalyst class is: 4. (3) Reactant: C(C1([SiH2][C:12]([O:28]C(C2C=NC(CC)=CC=2)([SiH2]C2C=CC=CC=2)[SiH2]C2(C(C)(C)C)C=CC=CC2)([C:20]2[CH:21]=[N:22][C:23]([CH2:26][CH3:27])=[CH:24][CH:25]=2)[SiH2]C2C=CC=CC=2)C=CC=CC1)(C)(C)C.CCCC[N+](CCCC)(CCCC)CCCC.[F-]. Product: [CH2:26]([C:23]1[N:22]=[CH:21][C:20]([CH2:12][OH:28])=[CH:25][CH:24]=1)[CH3:27]. The catalyst class is: 7. (4) Reactant: [C:1]([C:4]1[N:9]=[CH:8][C:7]([CH:10]([CH2:13][CH:14]2[CH2:16][CH2:15]2)[C:11]#[N:12])=[CH:6][CH:5]=1)(=[O:3])[CH3:2].[CH3:17][Mg+].[Br-]. Product: [CH:14]1([CH2:13][CH:10]([C:7]2[CH:8]=[N:9][C:4]([C:1]([OH:3])([CH3:17])[CH3:2])=[CH:5][CH:6]=2)[C:11]#[N:12])[CH2:16][CH2:15]1. The catalyst class is: 1. (5) Reactant: Cl[C:2]1[CH:7]=[C:6]([C:8]2[CH:13]=[CH:12][CH:11]=[CH:10][CH:9]=2)[N:5]=[C:4]([NH:14][C:15](=[O:32])[CH2:16][CH2:17][C:18]([C:20]2[CH:25]=[CH:24][C:23]([O:26][CH2:27][CH3:28])=[C:22]([O:29][CH2:30][CH3:31])[CH:21]=2)=[O:19])[CH:3]=1.C1(C2C=CC=CC=2)C=CC=CC=1P(C1CCCCC1)C1CCCCC1.C(=O)([O-])[O-].[K+].[K+].CC1(C)C(C)(C)OB([C:72]2[CH:73]=[C:74]3[C:78](=[CH:79][CH:80]=2)[NH:77][CH:76]=[CH:75]3)O1. Product: [CH2:30]([O:29][C:22]1[CH:21]=[C:20]([C:18](=[O:19])[CH2:17][CH2:16][C:15]([NH:14][C:4]2[CH:3]=[C:2]([C:72]3[CH:73]=[C:74]4[C:78](=[CH:79][CH:80]=3)[NH:77][CH:76]=[CH:75]4)[CH:7]=[C:6]([C:8]3[CH:13]=[CH:12][CH:11]=[CH:10][CH:9]=3)[N:5]=2)=[O:32])[CH:25]=[CH:24][C:23]=1[O:26][CH2:27][CH3:28])[CH3:31]. The catalyst class is: 110.